Dataset: Full USPTO retrosynthesis dataset with 1.9M reactions from patents (1976-2016). Task: Predict the reactants needed to synthesize the given product. (1) Given the product [C:7]1([C:13]2[C:24]([CH2:25][C:5]#[N:6])=[C:16]3[C:17]4[CH:23]=[CH:22][O:21][C:18]=4[CH:19]=[CH:20][N:15]3[N:14]=2)[CH:8]=[CH:9][CH:10]=[CH:11][CH:12]=1, predict the reactants needed to synthesize it. The reactants are: C[Si]([C:5]#[N:6])(C)C.[C:7]1([C:13]2[C:24]([CH2:25]O)=[C:16]3[C:17]4[CH:23]=[CH:22][O:21][C:18]=4[CH:19]=[CH:20][N:15]3[N:14]=2)[CH:12]=[CH:11][CH:10]=[CH:9][CH:8]=1. (2) Given the product [Cl:41][C:35]1[CH:36]=[CH:37][C:38]([Cl:40])=[CH:39][C:34]=1[O:33][C:28]1[C:27]([C:25]([N:18]2[C:19]3[C:24](=[CH:23][CH:22]=[CH:21][CH:20]=3)[N:15]([S:12]([C:9]3[CH:10]=[CH:11][C:6]([CH2:5][CH2:4][C:3]([OH:42])=[O:2])=[CH:7][CH:8]=3)(=[O:14])=[O:13])[CH2:16][CH2:17]2)=[O:26])=[CH:32][CH:31]=[CH:30][N:29]=1, predict the reactants needed to synthesize it. The reactants are: C[O:2][C:3](=[O:42])[CH2:4][CH2:5][C:6]1[CH:11]=[CH:10][C:9]([S:12]([N:15]2[C:24]3[C:19](=[CH:20][CH:21]=[CH:22][CH:23]=3)[N:18]([C:25]([C:27]3[C:28]([O:33][C:34]4[CH:39]=[C:38]([Cl:40])[CH:37]=[CH:36][C:35]=4[Cl:41])=[N:29][CH:30]=[CH:31][CH:32]=3)=[O:26])[CH2:17][CH2:16]2)(=[O:14])=[O:13])=[CH:8][CH:7]=1.[OH-].[Na+]. (3) Given the product [C:29]([O:28][C:26]([N:20]1[CH2:25][CH2:24][N:23]([C:11]([C:10]2[C:9]3[C:4](=[CH:5][CH:6]=[CH:7][CH:8]=3)[N:3]([C:14]3[CH:19]=[CH:18][CH:17]=[CH:16][CH:15]=3)[C:2]=2[Cl:1])=[O:12])[CH2:22][CH2:21]1)=[O:27])([CH3:32])([CH3:31])[CH3:30], predict the reactants needed to synthesize it. The reactants are: [Cl:1][C:2]1[N:3]([C:14]2[CH:19]=[CH:18][CH:17]=[CH:16][CH:15]=2)[C:4]2[C:9]([C:10]=1[C:11](O)=[O:12])=[CH:8][CH:7]=[CH:6][CH:5]=2.[N:20]1([C:26]([O:28][C:29]([CH3:32])([CH3:31])[CH3:30])=[O:27])[CH2:25][CH2:24][NH:23][CH2:22][CH2:21]1.C(Cl)CCl.C1C=NC2N(O)N=NC=2C=1.CN1CCOCC1. (4) Given the product [Cl:1][C:2]1[CH:7]=[CH:6][C:5]([C:8]2[C:13]([Cl:14])=[CH:12][CH:11]=[C:10]([CH:15]=[O:16])[CH:9]=2)=[CH:4][CH:3]=1, predict the reactants needed to synthesize it. The reactants are: [Cl:1][C:2]1[CH:7]=[CH:6][C:5]([C:8]2[C:13]([Cl:14])=[CH:12][CH:11]=[C:10]([C:15](N(OC)C)=[O:16])[CH:9]=2)=[CH:4][CH:3]=1.CC(C[AlH]CC(C)C)C. (5) Given the product [CH:26]1([N:25]2[C:24]3[CH:32]=[CH:33][C:34]([C:36]([OH:38])=[O:37])=[CH:35][C:23]=3[N:22]=[C:21]2[C:16]2[CH:17]=[C:18]3[C:13](=[CH:14][CH:15]=2)[N:12]=[C:11]([C:10]2[C:5]([C:4]4[CH:3]=[CH:2][C:43]([CH3:45])=[CH:42][CH:41]=4)=[CH:6][CH:7]=[C:8]([O:39][CH3:40])[CH:9]=2)[CH:20]=[CH:19]3)[CH2:31][CH2:30][CH2:29][CH2:28][CH2:27]1, predict the reactants needed to synthesize it. The reactants are: Cl[C:2]1[CH:3]=[C:4]([CH:41]=[CH:42][C:43]=1F)[C:5]1[C:10]([C:11]2[CH:20]=[CH:19][C:18]3[C:13](=[CH:14][CH:15]=[C:16]([C:21]4[N:25]([CH:26]5[CH2:31][CH2:30][CH2:29][CH2:28][CH2:27]5)[C:24]5[CH:32]=[CH:33][C:34]([C:36]([OH:38])=[O:37])=[CH:35][C:23]=5[N:22]=4)[CH:17]=3)[N:12]=2)=[CH:9][C:8]([O:39][CH3:40])=[CH:7][CH:6]=1.[CH3:45]OC(C1C=CC2N(C3CCCCC3)C(C3C=C4C(=CC=3)N=C(C3C=C(OC)C=CC=3Br)C=C4)=NC=2C=1)=O.B(O)(O)C1C=CC(C)=CC=1.